From a dataset of NCI-60 drug combinations with 297,098 pairs across 59 cell lines. Regression. Given two drug SMILES strings and cell line genomic features, predict the synergy score measuring deviation from expected non-interaction effect. (1) Drug 2: C1=CC=C(C(=C1)C(C2=CC=C(C=C2)Cl)C(Cl)Cl)Cl. Cell line: HS 578T. Drug 1: CC1=C(C(=CC=C1)Cl)NC(=O)C2=CN=C(S2)NC3=CC(=NC(=N3)C)N4CCN(CC4)CCO. Synergy scores: CSS=11.2, Synergy_ZIP=-1.88, Synergy_Bliss=2.03, Synergy_Loewe=-8.79, Synergy_HSA=1.41. (2) Drug 1: CN1C2=C(C=C(C=C2)N(CCCl)CCCl)N=C1CCCC(=O)O.Cl. Drug 2: CCCCCOC(=O)NC1=NC(=O)N(C=C1F)C2C(C(C(O2)C)O)O. Cell line: MALME-3M. Synergy scores: CSS=2.20, Synergy_ZIP=3.26, Synergy_Bliss=-3.80, Synergy_Loewe=-2.23, Synergy_HSA=-4.17. (3) Drug 1: C1=NC2=C(N=C(N=C2N1C3C(C(C(O3)CO)O)O)F)N. Drug 2: CC1C(C(CC(O1)OC2CC(OC(C2O)C)OC3=CC4=CC5=C(C(=O)C(C(C5)C(C(=O)C(C(C)O)O)OC)OC6CC(C(C(O6)C)O)OC7CC(C(C(O7)C)O)OC8CC(C(C(O8)C)O)(C)O)C(=C4C(=C3C)O)O)O)O. Cell line: NCI-H522. Synergy scores: CSS=25.5, Synergy_ZIP=-4.41, Synergy_Bliss=-1.51, Synergy_Loewe=-2.99, Synergy_HSA=-2.23.